Dataset: Reaction yield outcomes from USPTO patents with 853,638 reactions. Task: Predict the reaction yield, written as a fraction of the theoretical maximum amount of product (1.0 means a 100% yield; for example, 0.34 means a 34% yield). (1) The reactants are [CH:1]([C:5]1[C:6]2[C:10]([CH:11]=[CH:12][CH:13]=1)=[N:9][N:8]1[C:14]([CH:19]3[CH2:24][CH2:23][N:22](C(OC(C)(C)C)=O)[CH2:21][CH2:20]3)=[CH:15][C:16](=[O:18])[NH:17][C:7]=21)([CH2:3][CH3:4])[CH3:2].[ClH:32]. The catalyst is O1CCOCC1. The product is [ClH:32].[CH:1]([C:5]1[C:6]2[C:10]([CH:11]=[CH:12][CH:13]=1)=[N:9][N:8]1[C:14]([CH:19]3[CH2:20][CH2:21][NH:22][CH2:23][CH2:24]3)=[CH:15][C:16](=[O:18])[NH:17][C:7]=21)([CH2:3][CH3:4])[CH3:2]. The yield is 1.00. (2) The reactants are [C:1]1([N:11]=[C:12]=[S:13])[C:10]2[C:5](=[CH:6][CH:7]=[CH:8][CH:9]=2)[CH:4]=[CH:3][CH:2]=1.[N-:14]=[N+:15]=[N-:16].[Na+].Cl. The catalyst is C(O)C. The product is [C:1]1([N:11]2[C:12]([SH:13])=[N:16][N:15]=[N:14]2)[C:10]2[C:5](=[CH:6][CH:7]=[CH:8][CH:9]=2)[CH:4]=[CH:3][CH:2]=1. The yield is 0.850. (3) The reactants are CCN=C=NCCCN(C)C.Cl.[CH3:13][NH:14][CH2:15][C:16]1[S:24][C:23]2[CH:22]=[CH:21][N:20]=[CH:19][C:18]=2[CH:17]=1.[NH2:25][C:26]1[N:31]=[CH:30][C:29](/[CH:32]=[CH:33]/[C:34]([OH:36])=O)=[CH:28][CH:27]=1.C1C=CC2N(O)N=NC=2C=1.O.C(N(CC)CC)C. The catalyst is CN(C=O)C.O. The product is [NH2:25][C:26]1[N:31]=[CH:30][C:29](/[CH:32]=[CH:33]/[C:34]([N:14]([CH3:13])[CH2:15][C:16]2[S:24][C:23]3[CH:22]=[CH:21][N:20]=[CH:19][C:18]=3[CH:17]=2)=[O:36])=[CH:28][CH:27]=1. The yield is 0.610.